Dataset: Forward reaction prediction with 1.9M reactions from USPTO patents (1976-2016). Task: Predict the product of the given reaction. (1) Given the reactants [F:1][C:2]1([F:17])[CH2:7][CH2:6][C:5]([N:11]2[CH:15]=[C:14]([CH3:16])[N:13]=[CH:12]2)([C:8]([NH2:10])=O)[CH2:4][CH2:3]1.C1COCC1.[AlH4-].[Li+], predict the reaction product. The product is: [F:17][C:2]1([F:1])[CH2:3][CH2:4][C:5]([CH2:8][NH2:10])([N:11]2[CH:15]=[C:14]([CH3:16])[N:13]=[CH:12]2)[CH2:6][CH2:7]1. (2) Given the reactants [NH:1]1[C:10]2[C:5](=[CH:6][CH:7]=[CH:8][CH:9]=2)[CH2:4][CH2:3][C:2]1=[O:11].[O:12](C(OC(C)(C)C)=O)[C:13]([O:15][C:16]([CH3:19])([CH3:18])[CH3:17])=O, predict the reaction product. The product is: [O:11]=[C:2]1[CH2:3][CH2:4][C:5]2[C:10](=[CH:9][CH:8]=[CH:7][CH:6]=2)[N:1]1[C:13]([O:15][C:16]([CH3:19])([CH3:18])[CH3:17])=[O:12].